The task is: Predict the reaction yield, written as a fraction of the theoretical maximum amount of product (1.0 means a 100% yield; for example, 0.34 means a 34% yield).. This data is from Reaction yield outcomes from USPTO patents with 853,638 reactions. (1) The yield is 0.500. The reactants are [NH2:1][C:2]1[N:6](C(OC(C)(C)C)=O)[N:5]=[C:4]([CH:14]2[CH2:16][CH2:15]2)[CH:3]=1.Br[C:18]1[C:19](=[O:26])[N:20]([CH3:25])[CH:21]=[C:22]([Br:24])[CH:23]=1.C(=O)([O-])[O-].[Cs+].[Cs+].CC1(C)C2C(=C(P(C3C=CC=CC=3)C3C=CC=CC=3)C=CC=2)OC2C(P(C3C=CC=CC=3)C3C=CC=CC=3)=CC=CC1=2. The catalyst is C1C=CC(/C=C/C(/C=C/C2C=CC=CC=2)=O)=CC=1.C1C=CC(/C=C/C(/C=C/C2C=CC=CC=2)=O)=CC=1.C1C=CC(/C=C/C(/C=C/C2C=CC=CC=2)=O)=CC=1.[Pd].[Pd].O1CCOCC1. The product is [Br:24][C:22]1[CH:23]=[C:18]([NH:1][C:2]2[NH:6][N:5]=[C:4]([CH:14]3[CH2:15][CH2:16]3)[CH:3]=2)[C:19](=[O:26])[N:20]([CH3:25])[CH:21]=1. (2) The reactants are [F:1][C:2]1[CH:11]=[C:10]([C:12]2[N:17]=[C:16]3[N:18]([CH2:21][C:22]4[CH:23]=[C:24]5[C:29](=[CH:30][C:31]=4[F:32])[N:28]=[CH:27][CH:26]=[CH:25]5)[N:19]=[N:20][C:15]3=[CH:14][CH:13]=2)[CH:9]=[CH:8][C:3]=1[C:4]([O:6]C)=[O:5].[OH-].[Li+].C1COCC1.Cl. The catalyst is CO.O. The product is [F:1][C:2]1[CH:11]=[C:10]([C:12]2[N:17]=[C:16]3[N:18]([CH2:21][C:22]4[CH:23]=[C:24]5[C:29](=[CH:30][C:31]=4[F:32])[N:28]=[CH:27][CH:26]=[CH:25]5)[N:19]=[N:20][C:15]3=[CH:14][CH:13]=2)[CH:9]=[CH:8][C:3]=1[C:4]([OH:6])=[O:5]. The yield is 0.440. (3) The reactants are [C:1]1(=[N:7][OH:8])[CH2:6][CH2:5][CH2:4][CH2:3][CH2:2]1.[F:9][C:10]([F:15])([F:14])[C:11]([OH:13])=[O:12].O. The catalyst is C(Cl)Cl. The product is [N:7]([C:1]1([O:13][C:11](=[O:12])[C:10]([F:15])([F:14])[F:9])[CH2:6][CH2:5][CH2:4][CH2:3][CH2:2]1)=[O:8]. The yield is 0.300. (4) The reactants are [OH:1][CH2:2][CH2:3][O:4][CH2:5][CH2:6][O:7][CH2:8][CH2:9][O:10][C:11]1[CH:16]=[CH:15][C:14](/[CH:17]=[CH:18]/[C:19]2[CH:24]=[CH:23][C:22]([N+:25]([O-])=O)=[CH:21][CH:20]=2)=[CH:13][N:12]=1.Cl. The catalyst is C(O)C. The product is [OH:1][CH2:2][CH2:3][O:4][CH2:5][CH2:6][O:7][CH2:8][CH2:9][O:10][C:11]1[CH:16]=[CH:15][C:14](/[CH:17]=[CH:18]/[C:19]2[CH:24]=[CH:23][C:22]([NH2:25])=[CH:21][CH:20]=2)=[CH:13][N:12]=1. The yield is 0.760. (5) The reactants are [CH2:1]([S:3][C:4]1[C:9]([C:10]([OH:12])=O)=[C:8]([CH3:13])[CH:7]=[C:6]([N:14]2[CH2:19][CH2:18][O:17][CH2:16][CH2:15]2)[N:5]=1)[CH3:2].[F:20][C:21]1[CH:22]=[C:23]([CH:26]=[C:27]([F:29])[CH:28]=1)[CH2:24][NH2:25].CN(C(ON1N=NC2C=CC=NC1=2)=[N+](C)C)C.F[P-](F)(F)(F)(F)F.CCN(CC)CC. The catalyst is C1COCC1.CCOC(C)=O. The product is [F:20][C:21]1[CH:22]=[C:23]([CH2:24][NH:25][C:10]([C:9]2[C:4]([S:3][CH2:1][CH3:2])=[N:5][C:6]([N:14]3[CH2:19][CH2:18][O:17][CH2:16][CH2:15]3)=[CH:7][C:8]=2[CH3:13])=[O:12])[CH:26]=[C:27]([F:29])[CH:28]=1. The yield is 0.520. (6) The reactants are [F:1][C:2]1[CH:8]=[C:7]([I:9])[CH:6]=[CH:5][C:3]=1[NH2:4].[CH3:10][O:11][C:12]([C:14]1[CH:15]=[CH:16][C:17]2[N:18]([CH:21]=[N:22][CH:23]=2)[C:19]=1Cl)=[O:13].C[Si]([N-][Si](C)(C)C)(C)C.[Li+]. The catalyst is C1COCC1. The product is [CH3:10][O:11][C:12]([C:14]1[CH:15]=[CH:16][C:17]2[N:18]([CH:21]=[N:22][CH:23]=2)[C:19]=1[NH:4][C:3]1[CH:5]=[CH:6][C:7]([I:9])=[CH:8][C:2]=1[F:1])=[O:13]. The yield is 0.830. (7) The reactants are [F:1][C:2]1[CH:7]=[C:6]([I:8])[CH:5]=CC=1CC#N.[C:12]1(C)C=CC(S(O)(=O)=O)=CC=1.[OH2:23].[C:24]([O:27][CH2:28][CH3:29])(=O)[CH3:25]. The catalyst is CO.C1C=CC=CC=1.CCCCCC. The product is [C:28]([O:27][C:24]1[CH:25]=[CH:5][C:6]([I:8])=[C:7]([CH3:12])[C:2]=1[F:1])(=[O:23])[CH3:29]. The yield is 0.800. (8) The reactants are Br[C:2]1[CH:3]=[C:4]([NH:10][C:11]2[CH:16]=[CH:15][C:14]([C:17]([N:19]3[CH2:24][CH2:23][O:22][CH2:21][C@H:20]3[CH3:25])=[O:18])=[CH:13][N:12]=2)[C:5](=[O:9])[N:6]([CH3:8])[CH:7]=1.[C:26]([O:29][CH2:30][C:31]1[C:32]([N:46]2[CH2:57][CH2:56][N:55]3[C:48](=[CH:49][C:50]4[CH2:51][C:52]([CH3:59])([CH3:58])[CH2:53][C:54]=43)[C:47]2=[O:60])=[N:33][CH:34]=[CH:35][C:36]=1B1OC(C)(C)C(C)(C)O1)(=[O:28])[CH3:27].[O-]P([O-])([O-])=O.[K+].[K+].[K+].C([O-])(=O)C.[Na+]. The catalyst is C1C=CC(P(C2C=CC=CC=2)[C-]2C=CC=C2)=CC=1.C1C=CC(P(C2C=CC=CC=2)[C-]2C=CC=C2)=CC=1.Cl[Pd]Cl.[Fe+2].O.C(#N)C. The product is [C:26]([O:29][CH2:30][C:31]1[C:32]([N:46]2[CH2:57][CH2:56][N:55]3[C:48](=[CH:49][C:50]4[CH2:51][C:52]([CH3:59])([CH3:58])[CH2:53][C:54]=43)[C:47]2=[O:60])=[N:33][CH:34]=[CH:35][C:36]=1[C:2]1[CH:3]=[C:4]([NH:10][C:11]2[CH:16]=[CH:15][C:14]([C:17]([N:19]3[CH2:24][CH2:23][O:22][CH2:21][C@H:20]3[CH3:25])=[O:18])=[CH:13][N:12]=2)[C:5](=[O:9])[N:6]([CH3:8])[CH:7]=1)(=[O:28])[CH3:27]. The yield is 0.290. (9) The yield is 0.490. The reactants are [Cl:1][C:2]1[CH:7]=[CH:6][C:5]([S:8]([C:11](=[C:14]([NH:17][C:18]2[CH:23]=[C:22]([Cl:24])[CH:21]=[C:20]([Cl:25])[CH:19]=2)SC)[C:12]#[N:13])(=[O:10])=[O:9])=[CH:4][CH:3]=1.[CH:26]1([NH2:30])[CH2:29][CH2:28][CH2:27]1. The catalyst is C(#N)C. The product is [Cl:1][C:2]1[CH:7]=[CH:6][C:5]([S:8]([C:11](=[C:14]([NH:30][CH:26]2[CH2:29][CH2:28][CH2:27]2)[NH:17][C:18]2[CH:23]=[C:22]([Cl:24])[CH:21]=[C:20]([Cl:25])[CH:19]=2)[C:12]#[N:13])(=[O:10])=[O:9])=[CH:4][CH:3]=1. (10) The reactants are Cl[C:2]1[C:12]2[CH2:11][CH2:10][N:9]([C:13]3[C:18]([C:19]([F:22])([F:21])[F:20])=[CH:17][CH:16]=[CH:15][N:14]=3)[CH2:8][CH2:7][C:6]=2[N:5]=[C:4]([N:23]2[CH2:28][CH2:27][O:26][CH2:25][CH2:24]2)[N:3]=1.[C:29]([C:33]1[CH:39]=[CH:38][C:36]([NH2:37])=[CH:35][CH:34]=1)([CH3:32])([CH3:31])[CH3:30]. The catalyst is CCCCO.CO. The product is [C:29]([C:33]1[CH:34]=[CH:35][C:36]([NH:37][C:2]2[C:12]3[CH2:11][CH2:10][N:9]([C:13]4[C:18]([C:19]([F:21])([F:22])[F:20])=[CH:17][CH:16]=[CH:15][N:14]=4)[CH2:8][CH2:7][C:6]=3[N:5]=[C:4]([N:23]3[CH2:28][CH2:27][O:26][CH2:25][CH2:24]3)[N:3]=2)=[CH:38][CH:39]=1)([CH3:32])([CH3:30])[CH3:31]. The yield is 0.990.